From a dataset of Acute oral toxicity (LD50) regression data from Zhu et al.. Regression/Classification. Given a drug SMILES string, predict its toxicity properties. Task type varies by dataset: regression for continuous values (e.g., LD50, hERG inhibition percentage) or binary classification for toxic/non-toxic outcomes (e.g., AMES mutagenicity, cardiotoxicity, hepatotoxicity). Dataset: ld50_zhu. (1) The compound is N#CCCNc1ccccc1. The rat oral LD50 is 1.49, given as -log10 of the dose in mol/kg body weight (higher means more acutely toxic). (2) The drug is CCNS(=O)(=O)C(F)(F)C(F)(F)C(F)(F)C(F)(F)C(F)(F)C(F)(F)C(F)(F)C(F)(F)F. The rat oral LD50 is 2.99, given as -log10 of the dose in mol/kg body weight (higher means more acutely toxic). (3) The drug is CCOC(=O)C(C)Oc1ccc(Oc2cnc3cc(Cl)ccc3n2)cc1. The rat oral LD50 is 2.50, given as -log10 of the dose in mol/kg body weight (higher means more acutely toxic). (4) The rat oral LD50 is 1.55, given as -log10 of the dose in mol/kg body weight (higher means more acutely toxic). The compound is Cc1ccccc1S(N)(=O)=O. (5) The rat oral LD50 is 3.87, given as -log10 of the dose in mol/kg body weight (higher means more acutely toxic). The compound is CCC(C)OP(=S)(OC)OC. (6) The drug is O=C(O)CCCCC1CCSS1. The rat oral LD50 is 2.26, given as -log10 of the dose in mol/kg body weight (higher means more acutely toxic). (7) The molecule is CCOC(OCC)[SiH2]CNCCCCCCN. The rat oral LD50 is 2.64, given as -log10 of the dose in mol/kg body weight (higher means more acutely toxic). (8) The molecule is O=C1NC(=O)C2C3C(C(O)(c4ccccc4)c4ccccn4)=CC(C3=C(c3ccccc3)c3ccccn3)C12. The rat oral LD50 is 5.13, given as -log10 of the dose in mol/kg body weight (higher means more acutely toxic). (9) The drug is COP(=S)(OC)SCSc1cccc(Cl)c1. The rat oral LD50 is 3.62, given as -log10 of the dose in mol/kg body weight (higher means more acutely toxic). (10) The drug is c1ccc2ncccc2c1. The rat oral LD50 is 2.59, given as -log10 of the dose in mol/kg body weight (higher means more acutely toxic).